Dataset: Full USPTO retrosynthesis dataset with 1.9M reactions from patents (1976-2016). Task: Predict the reactants needed to synthesize the given product. (1) Given the product [Cl:1][CH2:2][CH2:3][N:4]([C:8]1[C:9]([N+:24]([O-:26])=[O:25])=[C:10]([C:18]([N+:21]([O-:23])=[O:22])=[CH:19][CH:20]=1)[C:11]([O:13][C:14]([CH3:17])([CH3:16])[CH3:15])=[O:12])[CH2:5][CH2:6][O:7][S:34]([CH3:33])(=[O:36])=[O:35], predict the reactants needed to synthesize it. The reactants are: [Cl:1][CH2:2][CH2:3][N:4]([C:8]1[C:9]([N+:24]([O-:26])=[O:25])=[C:10]([C:18]([N+:21]([O-:23])=[O:22])=[CH:19][CH:20]=1)[C:11]([O:13][C:14]([CH3:17])([CH3:16])[CH3:15])=[O:12])[CH2:5][CH2:6][OH:7].N1C=CC=CC=1.[CH3:33][S:34](O[S:34]([CH3:33])(=[O:36])=[O:35])(=[O:36])=[O:35].C([O-])(O)=O.[Na+]. (2) Given the product [ClH:38].[F:1][C:2]1[CH:37]=[CH:36][C:5]([CH2:6][C:7]2[CH:8]=[C:9]3[N:15]([C:16](=[O:33])[CH2:17][N:18]4[CH2:23][C@@H:22]([CH3:24])[NH:21][CH2:20][C@@H:19]4[CH2:25][N:26]4[CH2:31][CH2:30][O:29][CH2:28][C@H:27]4[CH3:32])[CH2:14][C:13]([CH3:35])([CH3:34])[C:10]3=[N:11][CH:12]=2)=[CH:4][CH:3]=1, predict the reactants needed to synthesize it. The reactants are: [F:1][C:2]1[CH:37]=[CH:36][C:5]([CH2:6][C:7]2[CH:8]=[C:9]3[N:15]([C:16](=[O:33])[CH2:17][N:18]4[CH2:23][C@@H:22]([CH3:24])[NH:21][CH2:20][C@@H:19]4[CH2:25][N:26]4[CH2:31][CH2:30][O:29][CH2:28][C@H:27]4[CH3:32])[CH2:14][C:13]([CH3:35])([CH3:34])[C:10]3=[N:11][CH:12]=2)=[CH:4][CH:3]=1.[ClH:38].